Predict the reactants needed to synthesize the given product. From a dataset of Full USPTO retrosynthesis dataset with 1.9M reactions from patents (1976-2016). (1) Given the product [C:25]([O:24][C:22](=[O:23])[CH2:21][O:18][C:14]1[C:13]([CH3:19])=[CH:12][C:11]([C:9]2[O:8][C:6]3[N:7]=[C:2]([Cl:1])[N:3]=[CH:4][C:5]=3[N:10]=2)=[CH:16][C:15]=1[CH3:17])([CH3:28])([CH3:27])[CH3:26], predict the reactants needed to synthesize it. The reactants are: [Cl:1][C:2]1[N:3]=[CH:4][C:5]2[N:10]=[C:9]([C:11]3[CH:16]=[C:15]([CH3:17])[C:14]([OH:18])=[C:13]([CH3:19])[CH:12]=3)[O:8][C:6]=2[N:7]=1.Br[CH2:21][C:22]([O:24][C:25]([CH3:28])([CH3:27])[CH3:26])=[O:23].C(=O)([O-])[O-].[K+].[K+]. (2) Given the product [F:57][C:29]1([F:28])[CH2:34][CH2:33][N:32]([C:35]([C:37]2[N:38]([CH:25]([C:19]3[CH:24]=[CH:23][CH:22]=[CH:21][CH:20]=3)[CH3:26])[C:39]3[C:44]([CH:45]=2)=[CH:43][C:42]([C:46]([N:48]2[CH2:49][CH2:50][N:51]([CH:54]([CH3:55])[CH3:56])[CH2:52][CH2:53]2)=[O:47])=[CH:41][CH:40]=3)=[O:36])[CH2:31][CH2:30]1, predict the reactants needed to synthesize it. The reactants are: [Cl-].C(C[P+](C)(C)C)#N.C[Si]([N-][Si](C)(C)C)(C)C.[K+].[C:19]1([CH:25](O)[CH3:26])[CH:24]=[CH:23][CH:22]=[CH:21][CH:20]=1.[F:28][C:29]1([F:57])[CH2:34][CH2:33][N:32]([C:35]([C:37]2[NH:38][C:39]3[C:44]([CH:45]=2)=[CH:43][C:42]([C:46]([N:48]2[CH2:53][CH2:52][N:51]([CH:54]([CH3:56])[CH3:55])[CH2:50][CH2:49]2)=[O:47])=[CH:41][CH:40]=3)=[O:36])[CH2:31][CH2:30]1. (3) Given the product [Cl:1][C:2]1[N:7]=[C:6]([O:18][C:15]2[CH:16]=[CH:17][C:12]([N+:9]([O-:11])=[O:10])=[C:13]([CH3:19])[CH:14]=2)[CH:5]=[CH:4][N:3]=1, predict the reactants needed to synthesize it. The reactants are: [Cl:1][C:2]1[N:7]=[C:6](Cl)[CH:5]=[CH:4][N:3]=1.[N+:9]([C:12]1[C:13]([CH3:19])=[CH:14][C:15]([OH:18])=[CH:16][CH:17]=1)([O-:11])=[O:10].[OH-].[Na+]. (4) Given the product [CH3:26][NH:25][C:23](=[O:24])[NH:22][C:19]1[CH:20]=[CH:21][C:16]([C:5]2[N:6]=[C:7]([N:9]3[CH2:14][CH2:13][O:12][CH2:11][C@@H:10]3[CH3:15])[CH:8]=[C:3]([CH2:2][O:1][S:35]([CH3:34])(=[O:37])=[O:36])[N:4]=2)=[CH:17][CH:18]=1, predict the reactants needed to synthesize it. The reactants are: [OH:1][CH2:2][C:3]1[CH:8]=[C:7]([N:9]2[CH2:14][CH2:13][O:12][CH2:11][C@@H:10]2[CH3:15])[N:6]=[C:5]([C:16]2[CH:21]=[CH:20][C:19]([NH:22][C:23]([NH:25][CH3:26])=[O:24])=[CH:18][CH:17]=2)[N:4]=1.C(N(CC)CC)C.[CH3:34][S:35](Cl)(=[O:37])=[O:36]. (5) Given the product [CH3:10][O:11][C:12](=[O:21])/[C:13](/[C:42]1[CH:43]=[CH:44][C:45]([S:54]([CH3:57])(=[O:56])=[O:55])=[C:46]([N:48]2[C:52]([CH3:53])=[N:51][N:50]=[N:49]2)[CH:47]=1)=[CH:14]/[CH:15]1[CH2:19][CH2:18][CH2:17][CH2:16]1, predict the reactants needed to synthesize it. The reactants are: BrCCBr.C[Si](Cl)(C)C.[CH3:10][O:11][C:12](=[O:21])/[C:13](/I)=[CH:14]\[CH:15]1[CH2:19][CH2:18][CH2:17][CH2:16]1.C1(P(C2C=CC=CC=2)C2C=CC=CC=2)C=CC=CC=1.Br[C:42]1[CH:43]=[CH:44][C:45]([S:54]([CH3:57])(=[O:56])=[O:55])=[C:46]([N:48]2[C:52]([CH3:53])=[N:51][N:50]=[N:49]2)[CH:47]=1.[Cl-].[NH4+]. (6) Given the product [NH4+:1].[OH-:10].[O:10]1[CH2:11][CH2:12][O:13][CH2:14][CH:9]1[CH2:15][N:6]1[CH:5]=[C:4]([CH3:7])[S:3][C:2]1=[NH:1], predict the reactants needed to synthesize it. The reactants are: [NH2:1][C:2]1[S:3][C:4]([CH3:7])=[CH:5][N:6]=1.I[C:9]1([CH3:15])[CH2:14][O:13][CH2:12][CH2:11][O:10]1.